From a dataset of Reaction yield outcomes from USPTO patents with 853,638 reactions. Predict the reaction yield, written as a fraction of the theoretical maximum amount of product (1.0 means a 100% yield; for example, 0.34 means a 34% yield). (1) The catalyst is ClCCl.O. The reactants are [NH2:1][C:2]1[C:10]([Cl:11])=[CH:9][C:5]([C:6]([OH:8])=O)=[C:4]([O:12][CH3:13])[CH:3]=1.C(N1C=CN=C1)(N1C=CN=C1)=O.C(N)(C)C.[N:30]1([CH2:35][CH2:36][CH2:37][N:38]2[CH2:43][CH2:42][CH:41]([CH2:44][NH2:45])[CH2:40][CH2:39]2)[CH:34]=[CH:33][N:32]=[N:31]1. The yield is 0.950. The product is [N:30]1([CH2:35][CH2:36][CH2:37][N:38]2[CH2:39][CH2:40][CH:41]([CH2:44][NH:45][C:6](=[O:8])[C:5]3[CH:9]=[C:10]([Cl:11])[C:2]([NH2:1])=[CH:3][C:4]=3[O:12][CH3:13])[CH2:42][CH2:43]2)[CH:34]=[CH:33][N:32]=[N:31]1. (2) The reactants are [CH:1]([C:3]1[CH:8]=[CH:7][C:6]([O:9][C:10]2[CH:11]=[N:12][C:13]([C:16]([F:19])([F:18])[F:17])=[N:14][CH:15]=2)=[CH:5][CH:4]=1)=[CH2:2].B1C2CCCC1CCC2.[OH-:29].[Na+].OO. The catalyst is C1COCC1. The product is [F:17][C:16]([F:19])([F:18])[C:13]1[N:12]=[CH:11][C:10]([O:9][C:6]2[CH:5]=[CH:4][C:3]([CH2:1][CH2:2][OH:29])=[CH:8][CH:7]=2)=[CH:15][N:14]=1. The yield is 0.749. (3) The reactants are C([O:3][C:4](=[O:21])[C:5]1[CH:17]=[C:16]([C:18](=[O:20])[CH3:19])[CH:15]=[C:7]([C:8]([N:10]([CH3:14])[CH2:11][CH2:12][CH3:13])=[O:9])[CH:6]=1)C.[OH-].[Na+].Cl. The catalyst is C(O)C. The product is [C:18]([C:16]1[CH:15]=[C:7]([C:8]([N:10]([CH3:14])[CH2:11][CH2:12][CH3:13])=[O:9])[CH:6]=[C:5]([CH:17]=1)[C:4]([OH:21])=[O:3])(=[O:20])[CH3:19]. The yield is 0.950. (4) The reactants are [NH2:1][C:2]1[CH:3]=[C:4]([N:8]2[C:13](=[O:14])[N:12]([CH2:15][C:16]3[CH:21]=[CH:20][C:19]([Cl:22])=[CH:18][CH:17]=3)[C:11](=[O:23])[C:10]([O:24][CH3:25])=[N:9]2)[CH:5]=[CH:6][CH:7]=1.Br[C:27]1[S:28][CH:29]=[CH:30][N:31]=1.Cl. The catalyst is C(O)C. The product is [Cl:22][C:19]1[CH:20]=[CH:21][C:16]([CH2:15][N:12]2[C:11](=[O:23])[C:10]([O:24][CH3:25])=[N:9][N:8]([C:4]3[CH:5]=[CH:6][CH:7]=[C:2]([NH:1][C:27]4[S:28][CH:29]=[CH:30][N:31]=4)[CH:3]=3)[C:13]2=[O:14])=[CH:17][CH:18]=1. The yield is 0.0650. (5) The reactants are B(Cl)(Cl)Cl.C([O:12][C@H:13]1[C@H:17]([O:18]CC2C=CC=CC=2)[C@@H:16]([CH2:26][O:27]CC2C=CC=CC=2)[S:15][CH:14]1[N:35]1[CH:42]=[CH:41][C:39]([NH2:40])=[N:38][C:36]1=[O:37])C1C=CC=CC=1. The catalyst is ClCCl. The product is [CH:14]1([N:35]2[CH:42]=[CH:41][C:39]([NH2:40])=[N:38][C:36]2=[O:37])[S:15][C@H:16]([CH2:26][OH:27])[C@@H:17]([OH:18])[C@@H:13]1[OH:12]. The yield is 0.850. (6) The reactants are CC1C=CC(S(OCC2CC3C=CC=C(C4C=CSC=4)C=3O2)(=O)=O)=CC=1.[N-]=[N+]=[N-].[Na+].[N:31]([CH2:34][CH:35]1[CH2:39][C:38]2[CH:40]=[C:41](Cl)[CH:42]=[C:43]([C:44]3[CH:48]=[CH:47][S:46][CH:45]=3)[C:37]=2[O:36]1)=[N+]=[N-].S1C=CC(C2C3OC(CN=[N+]=[N-])CC=3C=CC=2)=C1.[N-]=[N+]=[N-]. The catalyst is [Pd]. The product is [S:46]1[CH:47]=[CH:48][C:44]([C:43]2[C:37]3[O:36][CH:35]([CH2:34][NH2:31])[CH2:39][C:38]=3[CH:40]=[CH:41][CH:42]=2)=[CH:45]1. The yield is 0.550. (7) The reactants are C[O:2][C:3]1[CH:4]=[C:5]2[C:10](=[CH:11][CH:12]=1)[S:9][C:8]([CH3:14])([CH3:13])[CH2:7][C:6]2=[O:15].B(Br)(Br)Br. The catalyst is C(Cl)Cl. The product is [OH:2][C:3]1[CH:4]=[C:5]2[C:10](=[CH:11][CH:12]=1)[S:9][C:8]([CH3:13])([CH3:14])[CH2:7][C:6]2=[O:15]. The yield is 0.400.